This data is from Full USPTO retrosynthesis dataset with 1.9M reactions from patents (1976-2016). The task is: Predict the reactants needed to synthesize the given product. (1) Given the product [C:14]1([C:17]2[CH:18]=[CH:19][CH:20]=[CH:21][CH:22]=2)[CH:13]=[CH:12][C:11]([CH2:10][C@@H:3]([NH:2][C:30]([C:27]2[CH:28]=[CH:29][N:24]=[C:25]([C:33]([OH:35])=[O:34])[CH:26]=2)=[O:31])[CH2:4][C:5]([OH:7])=[O:6])=[CH:16][CH:15]=1.[C:14]1([C:17]2[CH:18]=[CH:19][CH:20]=[CH:21][CH:22]=2)[CH:13]=[CH:12][C:11]([CH2:10][C@@H:3]([NH:2][C:33]([C:25]2[CH:26]=[C:27]([CH:28]=[CH:29][N:24]=2)[C:30]([OH:32])=[O:31])=[O:34])[CH2:4][C:5]([OH:7])=[O:6])=[CH:16][CH:15]=1, predict the reactants needed to synthesize it. The reactants are: Cl.[NH2:2][C@H:3]([CH2:10][C:11]1[CH:16]=[CH:15][C:14]([C:17]2[CH:22]=[CH:21][CH:20]=[CH:19][CH:18]=2)=[CH:13][CH:12]=1)[CH2:4][C:5]([O:7]CC)=[O:6].O.[N:24]1[CH:29]=[CH:28][C:27]([C:30]([OH:32])=[O:31])=[CH:26][C:25]=1[C:33]([OH:35])=[O:34].CCN=C=NCCCN(C)C.Cl.ON1C2N=CC=CC=2N=N1.CCN(C(C)C)C(C)C.[OH-].[Na+]. (2) Given the product [Cl:1][C:2]1[N:7]=[C:6]([NH:8][CH2:9][C:10]([OH:12])=[O:11])[C:5]([Cl:14])=[CH:4][N:3]=1, predict the reactants needed to synthesize it. The reactants are: [Cl:1][C:2]1[N:7]=[C:6]([NH:8][CH2:9][C:10]([O:12]C)=[O:11])[C:5]([Cl:14])=[CH:4][N:3]=1.O[Li].O.Cl. (3) Given the product [Br:1][C:2]1[N:7]=[CH:6][N:5]2[CH:16]=[N:9][N:8]=[C:4]2[C:3]=1[C:10]1[CH:15]=[CH:14][CH:13]=[CH:12][CH:11]=1, predict the reactants needed to synthesize it. The reactants are: [Br:1][C:2]1[N:7]=[CH:6][N:5]=[C:4]([NH:8][NH2:9])[C:3]=1[C:10]1[CH:15]=[CH:14][CH:13]=[CH:12][CH:11]=1.[CH2:16](OC(OCC)OCC)C. (4) Given the product [F:21][C:22]1[CH:23]=[C:24]([C:25]([N:3]2[CH2:4][CH2:5][C:6]3[C:7]4[C:12](=[CH:11][CH:10]=[CH:9][CH:8]=4)[NH:13][C:14]=3[C:2]2([CH3:1])[C:15]2[CH:20]=[CH:19][CH:18]=[CH:17][CH:16]=2)=[O:26])[CH:28]=[CH:29][C:30]=1[F:31], predict the reactants needed to synthesize it. The reactants are: [CH3:1][C:2]1([C:15]2[CH:20]=[CH:19][CH:18]=[CH:17][CH:16]=2)[C:14]2[NH:13][C:12]3[C:7](=[CH:8][CH:9]=[CH:10][CH:11]=3)[C:6]=2[CH2:5][CH2:4][NH:3]1.[F:21][C:22]1[CH:23]=[C:24]([CH:28]=[CH:29][C:30]=1[F:31])[C:25](Cl)=[O:26].CCN(C(C)C)C(C)C. (5) Given the product [F:20][C:21]1[CH:22]=[C:23]([CH:24]=[C:25]([C:2]2[CH:3]=[CH:4][C:5]3[NH:11][C:10](=[O:12])[CH2:9][O:8][C:7]([CH3:18])([C:13]4[S:14][CH:15]=[CH:16][CH:17]=4)[C:6]=3[CH:19]=2)[CH:26]=1)[C:30]#[N:31], predict the reactants needed to synthesize it. The reactants are: Br[C:2]1[CH:3]=[CH:4][C:5]2[NH:11][C:10](=[O:12])[CH2:9][O:8][C:7]([CH3:18])([C:13]3[S:14][CH:15]=[CH:16][CH:17]=3)[C:6]=2[CH:19]=1.[F:20][C:21]1[CH:22]=[C:23]([C:30]#[N:31])[CH:24]=[C:25](B(O)O)[CH:26]=1. (6) Given the product [ClH:1].[CH:45]1([N:33]2[CH2:32][CH2:31][C:30]3([CH2:29][CH2:28][N:27]([C:25](=[O:26])[CH2:24][C:21]4[CH:22]=[C:23]5[C:18]([CH2:17][CH2:16][CH2:15][N:14]5[S:11]([C:7]5[C:6]([CH3:37])=[CH:5][C:4]([O:3][CH3:2])=[CH:9][C:8]=5[CH3:10])(=[O:12])=[O:13])=[CH:19][CH:20]=4)[CH2:36][CH2:35]3)[CH2:34]2)[CH2:48][CH2:47][CH2:46]1, predict the reactants needed to synthesize it. The reactants are: [ClH:1].[CH3:2][O:3][C:4]1[CH:9]=[C:8]([CH3:10])[C:7]([S:11]([N:14]2[C:23]3[C:18](=[CH:19][CH:20]=[C:21]([CH2:24][C:25]([N:27]4[CH2:36][CH2:35][C:30]5([CH2:34][NH:33][CH2:32][CH2:31]5)[CH2:29][CH2:28]4)=[O:26])[CH:22]=3)[CH2:17][CH2:16][CH2:15]2)(=[O:13])=[O:12])=[C:6]([CH3:37])[CH:5]=1.C(N(CC)CC)C.[C:45]1(=O)[CH2:48][CH2:47][CH2:46]1.C(O[BH-](OC(=O)C)OC(=O)C)(=O)C.[Na+].C(O)(=O)C. (7) Given the product [Cl:1][C:2]1[CH:7]=[CH:6][C:5]([F:8])=[CH:4][N+:3]=1[O-:28], predict the reactants needed to synthesize it. The reactants are: [Cl:1][C:2]1[CH:7]=[CH:6][C:5]([F:8])=[CH:4][N:3]=1.F[B-](F)(F)F.ClC1C=CC([N+]#N)=CN=1.OO.FC(F)(F)C(O)=[O:28]. (8) Given the product [Cl:20][C:14]1[CH:15]=[C:16]([F:19])[CH:17]=[CH:18][C:13]=1[S:10]([C@H:8]1[CH2:7][N:6]([C:21]2[N:25]([CH:26]3[CH2:31][CH2:30][O:29][CH2:28][CH2:27]3)[N:24]=[C:23]([CH3:32])[CH:22]=2)[C@H:5]([C:3]([OH:4])=[O:2])[CH2:9]1)(=[O:12])=[O:11], predict the reactants needed to synthesize it. The reactants are: C[O:2][C:3]([C@@H:5]1[CH2:9][C@@H:8]([S:10]([C:13]2[CH:18]=[CH:17][C:16]([F:19])=[CH:15][C:14]=2[Cl:20])(=[O:12])=[O:11])[CH2:7][N:6]1[C:21]1[N:25]([CH:26]2[CH2:31][CH2:30][O:29][CH2:28][CH2:27]2)[N:24]=[C:23]([CH3:32])[CH:22]=1)=[O:4].[OH-].[Li+].